From a dataset of Peptide-MHC class I binding affinity with 185,985 pairs from IEDB/IMGT. Regression. Given a peptide amino acid sequence and an MHC pseudo amino acid sequence, predict their binding affinity value. This is MHC class I binding data. (1) The peptide sequence is CYMHVSDFY. The MHC is HLA-B07:02 with pseudo-sequence HLA-B07:02. The binding affinity (normalized) is 0.0847. (2) The peptide sequence is IMYDIINSV. The MHC is HLA-B18:01 with pseudo-sequence HLA-B18:01. The binding affinity (normalized) is 0.00732. (3) The peptide sequence is FLRDNLYHV. The MHC is HLA-C03:03 with pseudo-sequence HLA-C03:03. The binding affinity (normalized) is 0.0847. (4) The peptide sequence is FVAAFDHFY. The MHC is HLA-B27:05 with pseudo-sequence HLA-B27:05. The binding affinity (normalized) is 0.0847. (5) The peptide sequence is YVPHFKVGW. The MHC is Mamu-B17 with pseudo-sequence Mamu-B17. The binding affinity (normalized) is 0.0827. (6) The peptide sequence is KLITQPLPA. The MHC is HLA-A02:01 with pseudo-sequence HLA-A02:01. The binding affinity (normalized) is 0.728.